Task: Predict which catalyst facilitates the given reaction.. Dataset: Catalyst prediction with 721,799 reactions and 888 catalyst types from USPTO (1) Product: [CH:15]([N:4]1[C:3](=[O:18])[C:2]([NH:29][CH2:28][CH2:27][CH2:26][CH2:25][C:19]2[CH:24]=[CH:23][CH:22]=[CH:21][CH:20]=2)=[C:6]([C:7]2[CH:12]=[CH:11][CH:10]=[CH:9][CH:8]=2)[S:5]1(=[O:14])=[O:13])([CH3:17])[CH3:16]. The catalyst class is: 23. Reactant: Cl[C:2]1[C:3](=[O:18])[N:4]([CH:15]([CH3:17])[CH3:16])[S:5](=[O:14])(=[O:13])[C:6]=1[C:7]1[CH:12]=[CH:11][CH:10]=[CH:9][CH:8]=1.[C:19]1([CH2:25][CH2:26][CH2:27][CH2:28][NH2:29])[CH:24]=[CH:23][CH:22]=[CH:21][CH:20]=1. (2) Reactant: [NH2:1][C:2]1[C:6]2[CH:7]=[C:8]3[N:13]([CH3:14])[C:12](=[O:15])[N:11]([C:16]4[CH:17]=[N:18][C:19]([O:23][CH2:24][CH:25]([CH3:27])[CH3:26])=[C:20]([Cl:22])[CH:21]=4)[C:9]3=[CH:10][C:5]=2[O:4][N:3]=1.[CH3:28][S:29](Cl)(=[O:31])=[O:30].CCCC[N+](CCCC)(CCCC)CCCC.[F-]. Product: [Cl:22][C:20]1[CH:21]=[C:16]([N:11]2[C:9]3=[CH:10][C:5]4[O:4][N:3]=[C:2]([N:1]([S:29]([CH3:28])(=[O:31])=[O:30])[S:29]([CH3:28])(=[O:31])=[O:30])[C:6]=4[CH:7]=[C:8]3[N:13]([CH3:14])[C:12]2=[O:15])[CH:17]=[N:18][C:19]=1[O:23][CH2:24][CH:25]([CH3:27])[CH3:26]. The catalyst class is: 168. (3) The catalyst class is: 41. Product: [ClH:1].[Cl:1][CH2:16][C:15]1([CH2:14][NH:13][C:11]([N:7]2[CH2:8][CH2:9][C:10]3[NH:2][N:3]=[N:4][C:5]=3[CH2:6]2)=[O:12])[CH2:21][CH2:20][NH:19][CH2:18][CH2:17]1. Reactant: [ClH:1].[NH:2]1[C:10]2[CH2:9][CH2:8][N:7]([C:11]([N:13]3[CH2:16][C:15]4([CH2:21][CH2:20][N:19](C(OC(C)(C)C)=O)[CH2:18][CH2:17]4)[CH2:14]3)=[O:12])[CH2:6][C:5]=2[N:4]=[N:3]1. (4) Reactant: [CH2:1]([O:3]C1C=C(N2C=C(C(C3C(CO)NCCN3C([O-])=O)=O)N=C2C2C=CC(C)=CC=2)C=CC=1)[CH3:2].[CH2:35]([O:37][C:38]1[CH:39]=[C:40]([N:44]2[CH:48]=[C:47]([C:49]([N:51]3[CH2:56][CH2:55][N:54](C(OCC4C=CC=CC=4)=O)[CH2:53][C@@H:52]3[C:67]([O:69]C)=O)=[O:50])[N:46]=[C:45]2[C:71]2[CH:76]=[CH:75][C:74]([CH3:77])=[CH:73][CH:72]=2)[CH:41]=[CH:42][CH:43]=1)[CH3:36].[BH4-].[Li+]. Product: [C:1]([O:69][CH2:67][C@H:52]1[CH2:53][NH:54][CH2:55][CH2:56][N:51]1[C:49]([C:47]1[N:46]=[C:45]([C:71]2[CH:76]=[CH:75][C:74]([CH3:77])=[CH:73][CH:72]=2)[N:44]([C:40]2[CH:41]=[CH:42][CH:43]=[C:38]([O:37][CH2:35][CH3:36])[CH:39]=2)[CH:48]=1)=[O:50])(=[O:3])[CH3:2]. The catalyst class is: 5. (5) Reactant: [N-:1]=[N+:2]=[N-:3].[Na+].[CH3:5][C:6]1[O:7][C:8]([CH3:19])=[C:9]([CH:11]([C:13]2[CH:18]=[CH:17][CH:16]=[CH:15][CH:14]=2)O)[N:10]=1.C(O)(C(F)(F)F)=O. Product: [N:1]([CH:11]([C:13]1[CH:18]=[CH:17][CH:16]=[CH:15][CH:14]=1)[C:9]1[N:10]=[C:6]([CH3:5])[O:7][C:8]=1[CH3:19])=[N+:2]=[N-:3]. The catalyst class is: 2. (6) Reactant: [OH:1][C@H:2]1[CH2:6][N:5]([C:7]([O:9][C:10]([CH3:13])([CH3:12])[CH3:11])=[O:8])[C@H:4]([CH2:14][OH:15])[CH2:3]1.CCN(CC)CC.[CH3:23][C:24]([Si:27](Cl)([CH3:29])[CH3:28])([CH3:26])[CH3:25]. Product: [Si:27]([O:15][CH2:14][C@@H:4]1[CH2:3][C@@H:2]([OH:1])[CH2:6][N:5]1[C:7]([O:9][C:10]([CH3:11])([CH3:12])[CH3:13])=[O:8])([C:24]([CH3:26])([CH3:25])[CH3:23])([CH3:29])[CH3:28]. The catalyst class is: 154.